Task: Predict which catalyst facilitates the given reaction.. Dataset: Catalyst prediction with 721,799 reactions and 888 catalyst types from USPTO Reactant: [CH2:1]([O:3][C:4](=[O:24])[CH2:5][CH:6]([C:8]1[CH:17]=[C:16]2[C:11]([CH2:12][CH2:13][N:14](C(=O)C(F)(F)F)[CH2:15]2)=[CH:10][CH:9]=1)[CH3:7])[CH3:2].[O-]CC.[Na+]. Product: [CH2:1]([O:3][C:4](=[O:24])[CH2:5][CH:6]([C:8]1[CH:17]=[C:16]2[C:11]([CH2:12][CH2:13][NH:14][CH2:15]2)=[CH:10][CH:9]=1)[CH3:7])[CH3:2]. The catalyst class is: 8.